The task is: Predict the reactants needed to synthesize the given product.. This data is from Full USPTO retrosynthesis dataset with 1.9M reactions from patents (1976-2016). (1) Given the product [F:10][C:4]1[C:3]([C:11]([F:14])([F:13])[F:12])=[C:2]([CH:7]=[CH:6][C:5]=1[S:8][CH3:9])[C:20]([OH:22])=[O:21], predict the reactants needed to synthesize it. The reactants are: Br[C:2]1[CH:7]=[CH:6][C:5]([S:8][CH3:9])=[C:4]([F:10])[C:3]=1[C:11]([F:14])([F:13])[F:12].C([Li])CCC.[C:20](=[O:22])=[O:21].[OH-].[Na+]. (2) The reactants are: Br[C:2]1[CH:7]=[CH:6][C:5]([C:8]2[CH2:12][C:11]([C:17]3[CH:22]=[C:21]([Cl:23])[CH:20]=[C:19]([Cl:24])[CH:18]=3)([C:13]([F:16])([F:15])[F:14])[O:10][N:9]=2)=[CH:4][C:3]=1[CH3:25].C([Li])(C)(C)C.[Mg+2].[Br-].[Br-].[Cl-].[CH3:35][O:36][C:37](=[O:41])[C:38](O)=[O:39].[NH4+].[Cl-]. Given the product [CH3:35][O:36][C:37](=[O:41])[C:38]([C:2]1[CH:7]=[CH:6][C:5]([C:8]2[CH2:12][C:11]([C:17]3[CH:18]=[C:19]([Cl:24])[CH:20]=[C:21]([Cl:23])[CH:22]=3)([C:13]([F:15])([F:16])[F:14])[O:10][N:9]=2)=[CH:4][C:3]=1[CH3:25])=[O:39], predict the reactants needed to synthesize it. (3) The reactants are: [ClH:1].C[C:3]1[CH:4]=[C:5]2[C:12](=[CH:13][CH:14]=1)[C:8]([CH2:9][CH2:10][NH2:11])=[CH:7][NH:6]2.C(O[CH:18](OCC)[CH2:19][N:20]([CH3:22])[CH3:21])C.Cl.[CH2:27](O)CCC. Given the product [ClH:1].[ClH:1].[CH3:27][C:14]1[CH:13]=[C:12]2[C:5](=[CH:4][CH:3]=1)[NH:6][C:7]1[CH:18]([CH2:19][N:20]([CH3:22])[CH3:21])[NH:11][CH2:10][CH2:9][C:8]2=1, predict the reactants needed to synthesize it. (4) Given the product [OH:34][C@H:35]1[C@@H:42]2[N:38]([C:39](=[O:56])[N:40]([C:44]3[C:53]4[CH:52]=[C:51]([CH3:50])[O:10][C:48]=4[C:47]([C:54]#[N:55])=[CH:46][CH:45]=3)[C:41]2=[O:43])[CH2:37][CH2:36]1, predict the reactants needed to synthesize it. The reactants are: C(C1C2[O:10]C(C)=CC=2C(NC(=O)C(C)(C)C)=CC=1)#N.Cl.NC1C2CCCCC=2C(C#N)=CC=1.[OH:34][C@H:35]1[C@@H:42]2[N:38]([C:39](=[O:56])[N:40]([C:44]3[C:53]4[CH2:52][CH2:51][CH2:50]C[C:48]=4[C:47]([C:54]#[N:55])=[CH:46][CH:45]=3)[C:41]2=[O:43])[CH2:37][CH2:36]1.